This data is from Catalyst prediction with 721,799 reactions and 888 catalyst types from USPTO. The task is: Predict which catalyst facilitates the given reaction. (1) Reactant: [S:1]1[C:10]2[CH2:9][CH2:8][CH2:7][NH:6][CH2:5][C:4]=2[CH:3]=[CH:2]1.[Cl:11](O)(=O)(=O)=O.ClN1C(=O)CCC1=O. Product: [Cl:11][C:2]1[S:1][C:10]2[CH2:9][CH2:8][CH2:7][NH:6][CH2:5][C:4]=2[CH:3]=1. The catalyst class is: 15. (2) Reactant: C(OC(=O)[N:7]([CH2:9][C:10]1[CH:14]=[C:13]([C:15]2[CH:20]=[CH:19][CH:18]=[CH:17][C:16]=2[F:21])[N:12]([S:22]([C:25]2[CH:30]=[CH:29][C:28]([O:31][CH:32]3[CH2:37]CCCO3)=[CH:27][CH:26]=2)(=[O:24])=[O:23])[CH:11]=1)[CH3:8])(C)(C)C.FC1C=CC=CC=1C1[N:50](S(C2C=CC(O)=CC=2)(=O)=O)[CH:49]=C(CN(C)C(=O)OC(C)(C)C)C=1.C1(C)C=CC(S(O)(=O)=[O:78])=CC=1. Product: [F:21][C:16]1[CH:17]=[CH:18][CH:19]=[CH:20][C:15]=1[C:13]1[N:12]([S:22]([C:25]2[CH:30]=[CH:29][C:28]([O:31][CH2:32][C:37]([NH:50][CH3:49])=[O:78])=[CH:27][CH:26]=2)(=[O:24])=[O:23])[CH:11]=[C:10]([CH2:9][NH:7][CH3:8])[CH:14]=1. The catalyst class is: 5.